The task is: Predict the reactants needed to synthesize the given product.. This data is from Full USPTO retrosynthesis dataset with 1.9M reactions from patents (1976-2016). (1) Given the product [C:1]([C:5]1[CH:10]=[CH:9][C:8]([C:11](=[O:16])[CH2:12][CH2:13][CH2:14][N:17]2[CH2:22][CH2:21][CH:20]([C:23]3[CH:24]=[C:25]([NH:29][C:30]([CH:32]4[CH2:33][CH2:34]4)=[O:31])[CH:26]=[CH:27][CH:28]=3)[CH2:19][CH2:18]2)=[CH:7][CH:6]=1)([CH3:4])([CH3:3])[CH3:2], predict the reactants needed to synthesize it. The reactants are: [C:1]([C:5]1[CH:10]=[CH:9][C:8]([C:11](=[O:16])[CH2:12][CH2:13][CH2:14]Cl)=[CH:7][CH:6]=1)([CH3:4])([CH3:3])[CH3:2].[NH:17]1[CH2:22][CH2:21][CH:20]([C:23]2[CH:24]=[C:25]([NH:29][C:30]([CH:32]3[CH2:34][CH2:33]3)=[O:31])[CH:26]=[CH:27][CH:28]=2)[CH2:19][CH2:18]1. (2) Given the product [OH:32][C:12]1[C:10]2[NH:11][C:7]([C:5]3[S:6][C:2]([N:33]4[CH2:38][CH2:37][NH:36][CH2:35][CH2:34]4)=[CH:3][CH:4]=3)=[N:8][C:9]=2[C:15]([C:16]([NH:18][C@H:19]2[CH2:24][CH2:23][CH2:22][NH:21][CH2:20]2)=[O:17])=[CH:14][CH:13]=1, predict the reactants needed to synthesize it. The reactants are: Br[C:2]1[S:6][C:5]([C:7]2[NH:11][C:10]3[C:12]([OH:32])=[CH:13][CH:14]=[C:15]([C:16]([NH:18][C@H:19]4[CH2:24][CH2:23][CH2:22][N:21](C(OC(C)(C)C)=O)[CH2:20]4)=[O:17])[C:9]=3[N:8]=2)=[CH:4][CH:3]=1.[N:33]1(C(OC(C)(C)C)=O)[CH2:38][CH2:37][NH:36][CH2:35][CH2:34]1.[O-]P([O-])([O-])=O.[K+].[K+].[K+].O. (3) Given the product [Br:8][C:6]1[N:7]=[C:2]2[N:32]([C@H:29]3[CH2:30][CH2:31][C@@H:26]([O:25][CH3:24])[CH2:27][CH2:28]3)[CH2:11][C:10](=[O:13])[NH:9][C:3]2=[N:4][CH:5]=1, predict the reactants needed to synthesize it. The reactants are: Br[C:2]1[C:3]([NH:9][C:10](=[O:13])[CH2:11]I)=[N:4][CH:5]=[C:6]([Br:8])[N:7]=1.C(N(C(C)C)CC)(C)C.Cl.[CH3:24][O:25][C@@H:26]1[CH2:31][CH2:30][C@H:29]([NH2:32])[CH2:28][CH2:27]1. (4) Given the product [CH3:1][O:2][C:3](=[O:37])[C:4]([C:9]1[CH:10]=[C:11]([C:28]2[CH:33]=[C:32]([CH2:34][NH2:35])[CH:31]=[CH:30][C:29]=2[OH:36])[C:12]([OH:27])=[C:13]([C:15]2[NH:19][C:18]3[CH:20]=[CH:21][C:22]([C:24](=[NH:25])[NH2:26])=[CH:23][C:17]=3[N:16]=2)[CH:14]=1)([CH2:5][OH:6])[CH2:7][OH:8], predict the reactants needed to synthesize it. The reactants are: [CH3:1][O:2][C:3](=[O:37])[C:4]([C:9]1[CH:10]=[C:11]([C:28]2[CH:33]=[C:32]([C:34]#[N:35])[CH:31]=[CH:30][C:29]=2[OH:36])[C:12]([OH:27])=[C:13]([C:15]2[NH:19][C:18]3[CH:20]=[CH:21][C:22]([C:24](=[NH:26])[NH2:25])=[CH:23][C:17]=3[N:16]=2)[CH:14]=1)([CH2:7][OH:8])[CH2:5][OH:6].CO. (5) Given the product [CH2:1]([O:3][C:4]([C:6]1[C:7]([OH:23])=[C:8]2[C:15]([C:16]3[CH:21]=[CH:20][CH:19]=[CH:18][C:17]=3[F:22])=[N:14][S:13][C:9]2=[C:10]([C:24]2[CH:29]=[CH:28][CH:27]=[CH:26][CH:25]=2)[N:11]=1)=[O:5])[CH3:2], predict the reactants needed to synthesize it. The reactants are: [CH2:1]([O:3][C:4]([C:6]1[C:7]([OH:23])=[C:8]2[C:15]([C:16]3[CH:21]=[CH:20][CH:19]=[CH:18][C:17]=3[F:22])=[N:14][S:13][C:9]2=[C:10](Br)[N:11]=1)=[O:5])[CH3:2].[C:24]1(B(O)O)[CH:29]=[CH:28][CH:27]=[CH:26][CH:25]=1.